This data is from Reaction yield outcomes from USPTO patents with 853,638 reactions. The task is: Predict the reaction yield, written as a fraction of the theoretical maximum amount of product (1.0 means a 100% yield; for example, 0.34 means a 34% yield). (1) The reactants are [C:1]([O:4][C@@H:5]([C@H:8]([C@@H:13]([C@@H:18]([CH2:23][O:24][C:25](=[O:27])[CH3:26])[O:19][C:20](=[O:22])[CH3:21])[O:14][C:15](=[O:17])[CH3:16])[O:9][C:10](=O)[CH3:11])C=O)(=[O:3])[CH3:2].O.NN.C[C:32]1(C)[O:39]C(=O)CC(=O)[O:33]1.C(N(CC)CC)C. The catalyst is C(#N)C. The product is [C:25]([O:24][CH:23]1[CH:18]([O:19][C:20](=[O:22])[CH3:21])[CH:13]([O:14][C:15](=[O:17])[CH3:16])[CH:8]([CH2:5][O:4][C:1](=[O:3])[CH3:2])[O:9][CH:10]1[CH2:11][C:32]([OH:39])=[O:33])(=[O:27])[CH3:26]. The yield is 0.360. (2) The product is [C:15]([O:18][C:19]([N:8]([C:6]1[CH:5]=[CH:4][N:3]=[C:2]([Cl:1])[N:7]=1)[C:9]1[CH:13]=[N:12][N:11]([C:19]([O:18][C:15]([CH3:17])([CH3:16])[CH3:14])=[O:20])[CH:10]=1)=[O:20])([CH3:17])([CH3:16])[CH3:14]. The catalyst is CN(C1C=CN=CC=1)C.C(Cl)Cl. The reactants are [Cl:1][C:2]1[N:7]=[C:6]([NH:8][C:9]2[CH:10]=[N:11][NH:12][CH:13]=2)[CH:5]=[CH:4][N:3]=1.[CH3:14][C:15]([O:18][C:19](O[C:19]([O:18][C:15]([CH3:17])([CH3:16])[CH3:14])=[O:20])=[O:20])([CH3:17])[CH3:16]. The yield is 0.210. (3) The reactants are [Br:1][C:2]1[C:7]2[N:8]([CH3:12])[C:9](=O)[NH:10][C:6]=2[CH:5]=[CH:4][CH:3]=1.O.P(Cl)(Cl)([Cl:16])=O. No catalyst specified. The product is [Br:1][C:2]1[C:7]2[N:8]([CH3:12])[C:9]([Cl:16])=[N:10][C:6]=2[CH:5]=[CH:4][CH:3]=1. The yield is 0.890. (4) The reactants are [Cl:1][C:2]1[CH:41]=[CH:40][C:5]([CH2:6][CH2:7][NH:8][C:9]([C:11]2[CH:39]=[CH:38][C:14]([O:15][C:16]3[C:21]([C:22]4[CH:27]=[CH:26][C:25]([S:28]([CH3:31])(=[O:30])=[O:29])=[CH:24][CH:23]=4)=[CH:20][C:19]([CH2:32][C:33]([O:35]CC)=[O:34])=[CH:18][CH:17]=3)=[CH:13][CH:12]=2)=[O:10])=[CH:4][CH:3]=1.[OH-].[Na+].O. The catalyst is O1CCOCC1.C(OCC)(=O)C.Cl. The product is [Cl:1][C:2]1[CH:3]=[CH:4][C:5]([CH2:6][CH2:7][NH:8][C:9]([C:11]2[CH:12]=[CH:13][C:14]([O:15][C:16]3[C:21]([C:22]4[CH:27]=[CH:26][C:25]([S:28]([CH3:31])(=[O:30])=[O:29])=[CH:24][CH:23]=4)=[CH:20][C:19]([CH2:32][C:33]([OH:35])=[O:34])=[CH:18][CH:17]=3)=[CH:38][CH:39]=2)=[O:10])=[CH:40][CH:41]=1. The yield is 0.525. (5) The reactants are [NH2:1][CH2:2][CH:3]([C:5]1[N:6]=[C:7]([C:10]2[CH:15]=[CH:14][C:13]([F:16])=[CH:12][CH:11]=2)[O:8][CH:9]=1)[OH:4].[F:17][C:18]([F:34])([F:33])[C:19]1[O:23][N:22]=[C:21]([C:24]2[CH:25]=[C:26]([CH:30]=[CH:31][CH:32]=2)[C:27](O)=[O:28])[N:20]=1. No catalyst specified. The product is [F:16][C:13]1[CH:14]=[CH:15][C:10]([C:7]2[O:8][CH:9]=[C:5]([CH:3]([OH:4])[CH2:2][NH:1][C:27](=[O:28])[C:26]3[CH:30]=[CH:31][CH:32]=[C:24]([C:21]4[N:20]=[C:19]([C:18]([F:34])([F:33])[F:17])[O:23][N:22]=4)[CH:25]=3)[N:6]=2)=[CH:11][CH:12]=1. The yield is 0.390. (6) The reactants are [Br:1][C:2]1[N:6]=[CH:5][NH:4][N:3]=1.[C:7]([OH:10])(=[O:9])[CH3:8].[C:11](O)(=O)[CH3:12].[F:15][C:16]1[CH:21]=[CH:20][C:19]([Bi]([C:30]2[CH:35]=[CH:34][C:33](F)=[CH:32]C=2)C2C=CC(F)=CC=2)=[CH:18][CH:17]=1.[CH3:37]N(C)C(N(C)C)=N.C(O)(=O)CC(CC(O)=O)(C(O)=O)O. The catalyst is O1CCCC1.C([O-])(=O)C.[Cu+2].C([O-])(=O)C.C(OCC)(=O)C.O. The product is [C:7]([O:10][CH2:11][CH3:12])(=[O:9])[CH3:8].[CH3:30][CH2:35][CH2:34][CH:33]([CH3:32])[CH3:37].[F:15][C:16]1[CH:21]=[CH:20][C:19]([N:4]2[CH:5]=[N:6][C:2]([Br:1])=[N:3]2)=[CH:18][CH:17]=1. The yield is 0.400. (7) The reactants are [CH2:1]([NH:3][C:4]([N:22]1[CH2:26][CH:25]([CH2:27][CH3:28])[CH:24]=[N:23]1)=[N:5][S:6]([C:9]1[CH:17]=[C:16]2[C:12]([CH2:13][CH2:14][N:15]2C(=O)C)=[CH:11][C:10]=1[Br:21])(=[O:8])=[O:7])[CH3:2].Cl.C([O-])(O)=O.[Na+]. The catalyst is CO. The product is [CH2:1]([NH:3][C:4]([N:22]1[CH2:26][CH:25]([CH2:27][CH3:28])[CH:24]=[N:23]1)=[N:5][S:6]([C:9]1[CH:17]=[C:16]2[C:12]([CH2:13][CH2:14][NH:15]2)=[CH:11][C:10]=1[Br:21])(=[O:8])=[O:7])[CH3:2]. The yield is 0.640.